From a dataset of Catalyst prediction with 721,799 reactions and 888 catalyst types from USPTO. Predict which catalyst facilitates the given reaction. (1) Reactant: Cl[C:2]1[CH:7]=[CH:6][N:5]=[CH:4][C:3]=1[N+:8]([O-:10])=[O:9].[NH2:11][CH2:12][CH:13]1[CH2:17][CH2:16][N:15]([C:18]([O:20][C:21]([CH3:24])([CH3:23])[CH3:22])=[O:19])[CH2:14]1. Product: [N+:8]([C:3]1[CH:4]=[N:5][CH:6]=[CH:7][C:2]=1[NH:11][CH2:12][CH:13]1[CH2:17][CH2:16][N:15]([C:18]([O:20][C:21]([CH3:24])([CH3:23])[CH3:22])=[O:19])[CH2:14]1)([O-:10])=[O:9]. The catalyst class is: 32. (2) Reactant: [Br:1][C:2]1[C:11]2[C:6](=[CH:7][CH:8]=[CH:9][CH:10]=2)[C:5]([C:12]2[CH:17]=[CH:16][CH:15]=[CH:14][C:13]=2C=O)=[CH:4][CH:3]=1.[Cl-].COC[P+](C1C=CC=CC=1)(C1C=CC=CC=1)C1C=CC=CC=1.[O:43]1[CH2:47]C[CH2:45][CH2:44]1.CC(C)([O-])C.[K+]. Product: [Br:1][C:2]1[C:11]2[C:6](=[CH:7][CH:8]=[CH:9][CH:10]=2)[C:5]([C:12]2([CH:45]=[CH:44][O:43][CH3:47])[CH:17]=[CH:16][CH:15]=[CH:14][CH2:13]2)=[CH:4][CH:3]=1. The catalyst class is: 6. (3) Reactant: [OH:1][C:2]1[CH:19]=[CH:18][C:5]2[N:6]([CH2:10][O:11][CH2:12][CH2:13][Si:14]([CH3:17])([CH3:16])[CH3:15])[C:7](=[O:9])[O:8][C:4]=2[CH:3]=1.C(=O)([O-])[O-].[Cs+].[Cs+].Cl[CH2:27][C:28]1[CH:29]=[N:30][C:31]([NH:34][C:35]2[CH:40]=[CH:39][C:38]([O:41][C:42]([F:45])([F:44])[F:43])=[CH:37][CH:36]=2)=[N:32][CH:33]=1. Product: [F:45][C:42]([F:43])([F:44])[O:41][C:38]1[CH:37]=[CH:36][C:35]([NH:34][C:31]2[N:30]=[CH:29][C:28]([CH2:27][O:1][C:2]3[CH:19]=[CH:18][C:5]4[N:6]([CH2:10][O:11][CH2:12][CH2:13][Si:14]([CH3:15])([CH3:16])[CH3:17])[C:7](=[O:9])[O:8][C:4]=4[CH:3]=3)=[CH:33][N:32]=2)=[CH:40][CH:39]=1. The catalyst class is: 3. (4) Reactant: [CH2:1]([O:4][C:5]([N:7]([CH2:14][C:15]1[CH:46]=[CH:45][C:18]2[N:19]([CH2:32][CH:33]3[CH2:37][CH2:36][CH2:35][N:34]3C(OC(C)(C)C)=O)[C:20]([NH:22][C:23](=[O:31])[C:24]3[CH:29]=[CH:28][C:27]([Cl:30])=[CH:26][CH:25]=3)=[N:21][C:17]=2[CH:16]=1)[C@H:8]([C:10]([CH3:13])([CH3:12])[CH3:11])[CH3:9])=[O:6])[CH:2]=[CH2:3].[C:47]([OH:53])([C:49]([F:52])([F:51])[F:50])=[O:48]. Product: [OH:53][C:47]([C:49]([F:52])([F:51])[F:50])=[O:48].[Cl:30][C:27]1[CH:26]=[CH:25][C:24]([C:23]([NH:22][C:20]2[N:19]([CH2:32][CH:33]3[CH2:37][CH2:36][CH2:35][NH:34]3)[C:18]3[CH:45]=[CH:46][C:15]([CH2:14][N:7]([C@H:8]([C:10]([CH3:13])([CH3:12])[CH3:11])[CH3:9])[C:5](=[O:6])[O:4][CH2:1][CH:2]=[CH2:3])=[CH:16][C:17]=3[N:21]=2)=[O:31])=[CH:29][CH:28]=1. The catalyst class is: 343.